This data is from Reaction yield outcomes from USPTO patents with 853,638 reactions. The task is: Predict the reaction yield, written as a fraction of the theoretical maximum amount of product (1.0 means a 100% yield; for example, 0.34 means a 34% yield). (1) The reactants are Cl.[Br:2][C:3]1[CH:9]=[CH:8][C:6]([NH2:7])=[CH:5][C:4]=1[C:10]([F:13])([F:12])[F:11].Cl[C:15](OC(Cl)(Cl)Cl)=[O:16]. The catalyst is C1(C)C=CC=CC=1. The product is [Br:2][C:3]1[CH:9]=[CH:8][C:6]([N:7]=[C:15]=[O:16])=[CH:5][C:4]=1[C:10]([F:11])([F:12])[F:13]. The yield is 0.860. (2) The reactants are [OH:1][C:2]1[C:3]2[CH:27]=[CH:26][CH:25]=[CH:24][C:4]=2[N:5]([S:14]([C:17]2[CH:23]=[CH:22][C:20]([CH3:21])=[CH:19][CH:18]=2)(=[O:16])=[O:15])[CH2:6][CH2:7][C:8]=1C(OCC)=O. The catalyst is C(O)(=O)C.Cl.C(O)C.S(=O)(=O)(O)O. The product is [S:14]([N:5]1[CH2:6][CH2:7][CH2:8][C:2](=[O:1])[C:3]2[CH:27]=[CH:26][CH:25]=[CH:24][C:4]1=2)([C:17]1[CH:23]=[CH:22][C:20]([CH3:21])=[CH:19][CH:18]=1)(=[O:15])=[O:16]. The yield is 0.560.